Dataset: Catalyst prediction with 721,799 reactions and 888 catalyst types from USPTO. Task: Predict which catalyst facilitates the given reaction. (1) Reactant: [CH3:1][O:2][C:3](=[O:22])[C:4]1[CH:9]=[CH:8][C:7]([NH:10][CH2:11][CH2:12][NH:13][C:14]([O:16][C:17]([CH3:20])([CH3:19])[CH3:18])=[O:15])=[C:6]([NH2:21])[CH:5]=1.[NH2:23][C:24]1[S:25][C:26]2[CH:32]=[C:31]([O:33][C:34]([F:37])([F:36])[F:35])[CH:30]=[CH:29][C:27]=2[N:28]=1.[C:38](N1C=CN=C1)(N1C=CN=C1)=S.C(Cl)CCl. Product: [CH3:1][O:2][C:3]([C:4]1[CH:9]=[CH:8][C:7]2[N:10]([CH2:11][CH2:12][NH:13][C:14]([O:16][C:17]([CH3:19])([CH3:18])[CH3:20])=[O:15])[C:38]([NH:23][C:24]3[S:25][C:26]4[CH:32]=[C:31]([O:33][C:34]([F:37])([F:35])[F:36])[CH:30]=[CH:29][C:27]=4[N:28]=3)=[N:21][C:6]=2[CH:5]=1)=[O:22]. The catalyst class is: 3. (2) Reactant: C([N:4]1[C:12]2[C:7](=[C:8]([Br:13])[CH:9]=[CH:10][CH:11]=2)[C:6](=O)[CH2:5]1)(=O)C.BrBr.[CH2:17]([NH2:20])[CH2:18][NH2:19].C(N(CC)CC)C. Product: [Br:13][C:8]1[C:7]2[C:6]3[N:20]=[CH:17][CH:18]=[N:19][C:5]=3[NH:4][C:12]=2[CH:11]=[CH:10][CH:9]=1. The catalyst class is: 61. (3) Reactant: [Cl:1][C:2]1[CH:27]=[C:26]([Cl:28])[CH:25]=[CH:24][C:3]=1[O:4][C:5]1[CH:10]=[CH:9][CH:8]=[CH:7][C:6]=1[NH:11][S:12]([C:15]1[CH:23]=[CH:22][C:18]([C:19](O)=[O:20])=[CH:17][CH:16]=1)(=[O:14])=[O:13].C(N(CC)CC)C.CN(C(ON1N=NC2C=CC=CC1=2)=[N+](C)C)C.F[P-](F)(F)(F)(F)F.[C:60]([O:64][C:65]([N:67]1[CH2:72][CH2:71][CH:70]([CH2:73][NH:74][C:75](=[O:78])[CH2:76][NH2:77])[CH2:69][CH2:68]1)=[O:66])([CH3:63])([CH3:62])[CH3:61]. Product: [C:60]([O:64][C:65]([N:67]1[CH2:72][CH2:71][CH:70]([CH2:73][NH:74][C:75](=[O:78])[CH2:76][NH:77][C:19](=[O:20])[C:18]2[CH:17]=[CH:16][C:15]([S:12](=[O:13])(=[O:14])[NH:11][C:6]3[CH:7]=[CH:8][CH:9]=[CH:10][C:5]=3[O:4][C:3]3[CH:24]=[CH:25][C:26]([Cl:28])=[CH:27][C:2]=3[Cl:1])=[CH:23][CH:22]=2)[CH2:69][CH2:68]1)=[O:66])([CH3:63])([CH3:61])[CH3:62]. The catalyst class is: 9. (4) Reactant: [I:1][C:2]1[C:10]2[C:5](=[CH:6][CH:7]=[CH:8][CH:9]=2)[NH:4][CH:3]=1.CC([O-])(C)C.[K+].[C:17]1([CH2:23]Br)[CH:22]=[CH:21][CH:20]=[CH:19][CH:18]=1. Product: [CH2:23]([N:4]1[C:5]2[C:10](=[CH:9][CH:8]=[CH:7][CH:6]=2)[C:2]([I:1])=[CH:3]1)[C:17]1[CH:22]=[CH:21][CH:20]=[CH:19][CH:18]=1. The catalyst class is: 1. (5) The catalyst class is: 2. Reactant: [CH2:1]([O:3][C:4](=[O:21])[CH2:5][CH2:6][C:7]([NH:9][NH:10][C:11](=[O:20])[C:12]1[CH:17]=[CH:16][C:15]([F:18])=[C:14]([F:19])[CH:13]=1)=O)[CH3:2].N1C=CC=CC=1.S(OS(C(F)(F)F)(=O)=O)(C(F)(F)F)(=O)=O. Product: [CH2:1]([O:3][C:4](=[O:21])[CH2:5][CH2:6][C:7]1[O:20][C:11]([C:12]2[CH:17]=[CH:16][C:15]([F:18])=[C:14]([F:19])[CH:13]=2)=[N:10][N:9]=1)[CH3:2].